From a dataset of Forward reaction prediction with 1.9M reactions from USPTO patents (1976-2016). Predict the product of the given reaction. Given the reactants [H-].[Na+].[CH3:3][S:4]([C:7]1[CH:12]=[CH:11][CH:10]=[CH:9][C:8]=1[C:13]1[NH:17][CH:16]=[C:15]([CH:18]=[O:19])[CH:14]=1)(=[O:6])=[O:5].C1OCCOCCOCCOCCOC1.[N:35]1[CH:40]=[CH:39][CH:38]=[C:37]([S:41](Cl)(=[O:43])=[O:42])[CH:36]=1, predict the reaction product. The product is: [CH3:3][S:4]([C:7]1[CH:12]=[CH:11][CH:10]=[CH:9][C:8]=1[C:13]1[N:17]([S:41]([C:37]2[CH:36]=[N:35][CH:40]=[CH:39][CH:38]=2)(=[O:43])=[O:42])[CH:16]=[C:15]([CH:18]=[O:19])[CH:14]=1)(=[O:6])=[O:5].